This data is from Forward reaction prediction with 1.9M reactions from USPTO patents (1976-2016). The task is: Predict the product of the given reaction. (1) Given the reactants [ClH:1].[N:2]12[CH2:9][CH2:8][CH:5]([CH2:6][CH2:7]1)[C@@H:4]([NH:10][C:11]([C:13]1[O:14][C:15]3[C:21]([C:22]4[CH:23]=[C:24]([CH:28]=[CH:29][CH:30]=4)[C:25]([OH:27])=O)=[CH:20][CH:19]=[CH:18][C:16]=3[CH:17]=1)=[O:12])[CH2:3]2.[CH3:31][N:32]1[CH2:37][CH2:36][NH:35][CH2:34][CH2:33]1, predict the reaction product. The product is: [ClH:1].[ClH:1].[N:2]12[CH2:9][CH2:8][CH:5]([CH2:6][CH2:7]1)[C@@H:4]([NH:10][C:11]([C:13]1[O:14][C:15]3[C:21]([C:22]4[CH:30]=[CH:29][CH:28]=[C:24]([C:25]([N:35]5[CH2:36][CH2:37][N:32]([CH3:31])[CH2:33][CH2:34]5)=[O:27])[CH:23]=4)=[CH:20][CH:19]=[CH:18][C:16]=3[CH:17]=1)=[O:12])[CH2:3]2. (2) Given the reactants [OH-].[Na+:2].[C:3]([C:5]1[CH:6]=[C:7]([C:16]2[S:20][C:19]([C:21]([OH:23])=[O:22])=[C:18]([F:24])[CH:17]=2)[CH:8]=[CH:9][C:10]=1[O:11][CH2:12][CH:13]([CH3:15])[CH3:14])#[N:4], predict the reaction product. The product is: [C:3]([C:5]1[CH:6]=[C:7]([C:16]2[S:20][C:19]([C:21]([O-:23])=[O:22])=[C:18]([F:24])[CH:17]=2)[CH:8]=[CH:9][C:10]=1[O:11][CH2:12][CH:13]([CH3:15])[CH3:14])#[N:4].[Na+:2]. (3) Given the reactants [C:1]([C:3]1[C:7]([C:8]2[CH:9]=[C:10]3[C:14](=[CH:15][CH:16]=2)[N:13](C(OC(C)(C)C)=O)[CH2:12][CH2:11]3)=[CH:6][N:5]([CH3:24])[N:4]=1)#[N:2].Cl.CCOC(C)=O, predict the reaction product. The product is: [NH:13]1[C:14]2[C:10](=[CH:9][C:8]([C:7]3[C:3]([C:1]#[N:2])=[N:4][N:5]([CH3:24])[CH:6]=3)=[CH:16][CH:15]=2)[CH2:11][CH2:12]1.